From a dataset of Reaction yield outcomes from USPTO patents with 853,638 reactions. Predict the reaction yield, written as a fraction of the theoretical maximum amount of product (1.0 means a 100% yield; for example, 0.34 means a 34% yield). The reactants are [Cl:1][C:2]1[CH:3]=[C:4]([C:8]2[N:13]=[C:12]3[CH2:14][CH2:15][CH2:16][C:11]3=[C:10]([NH:17][C:18]3[CH:23]=[CH:22][C:21]([CH2:24][C:25]([O:27]CC)=O)=[C:20]([F:30])[CH:19]=3)[CH:9]=2)[CH:5]=[CH:6][CH:7]=1.[NH3:31].[Al]. The catalyst is CO. The product is [ClH:1].[Cl:1][C:2]1[CH:3]=[C:4]([C:8]2[N:13]=[C:12]3[CH2:14][CH2:15][CH2:16][C:11]3=[C:10]([NH:17][C:18]3[CH:23]=[CH:22][C:21]([CH2:24][C:25]([NH2:31])=[O:27])=[C:20]([F:30])[CH:19]=3)[CH:9]=2)[CH:5]=[CH:6][CH:7]=1. The yield is 0.490.